This data is from Full USPTO retrosynthesis dataset with 1.9M reactions from patents (1976-2016). The task is: Predict the reactants needed to synthesize the given product. (1) Given the product [Cl:23][C:24]1[N:25]=[N:26][C:27]([C:16]2[N:15]3[C:11]([O:12][CH:13]=[CH:14]3)=[N:10][C:9]=2[C:3]2[CH:4]=[CH:5][C:6]([F:8])=[CH:7][C:2]=2[F:1])=[CH:28][CH:29]=1, predict the reactants needed to synthesize it. The reactants are: [F:1][C:2]1[CH:7]=[C:6]([F:8])[CH:5]=[CH:4][C:3]=1[C:9]1[N:10]=[C:11]2[N:15]([C:16]=1I)[CH:14]=[CH:13][O:12]2.C([Mg]Cl)(C)C.[Cl:23][C:24]1[N:25]=[N:26][C:27](I)=[CH:28][CH:29]=1.Cl. (2) Given the product [N:19]1([CH2:18][C:15]2[CH:16]=[CH:17][C:12]([CH2:11][N:9]3[CH:10]=[C:3]4[C:4]([N:5]=[CH:6][N:7]=[C:2]4[NH:35][CH2:36][C:37]4[C:42]([CH3:43])=[N:41][C:40]([NH2:44])=[C:39]([CH3:45])[CH:38]=4)=[N:8]3)=[CH:13][CH:14]=2)[CH:23]=[CH:22][CH:21]=[N:20]1, predict the reactants needed to synthesize it. The reactants are: Cl[C:2]1[C:3]2[C:4](=[N:8][N:9]([CH2:11][C:12]3[CH:17]=[CH:16][C:15]([CH2:18][N:19]4[CH:23]=[CH:22][CH:21]=[N:20]4)=[CH:14][CH:13]=3)[CH:10]=2)[N:5]=[CH:6][N:7]=1.CCN(C(C)C)C(C)C.[Cl-].[Cl-].[NH3+:35][CH2:36][C:37]1[CH:38]=[C:39]([CH3:45])[C:40]([NH3+:44])=[N:41][C:42]=1[CH3:43].